This data is from Reaction yield outcomes from USPTO patents with 853,638 reactions. The task is: Predict the reaction yield, written as a fraction of the theoretical maximum amount of product (1.0 means a 100% yield; for example, 0.34 means a 34% yield). (1) The reactants are [C:1]([C:3]1[C:8]([CH3:9])=[CH:7][C:6]([N+:10]([O-])=O)=[CH:5][N:4]=1)#[N:2].[Cl-].[Ca+2].[Cl-]. The catalyst is C(O)C.[Fe]. The product is [NH2:10][C:6]1[CH:7]=[C:8]([CH3:9])[C:3]([C:1]#[N:2])=[N:4][CH:5]=1. The yield is 0.810. (2) The catalyst is ClCCl.CN(C1C=CN=CC=1)C.CO.N1C=CC=CC=1.O1CCCC1.CN(C)C=O. The product is [CH2:23]([NH:25][C:3](=[O:5])[CH:2]([OH:1])[C:6]1[CH:11]=[CH:10][CH:9]=[CH:8][CH:7]=1)[CH3:24]. The yield is 0.830. The reactants are [OH:1][CH:2]([C:6]1[CH:11]=[CH:10][CH:9]=[CH:8][CH:7]=1)[C:3]([OH:5])=O.C[Si](Cl)(C)C.C(Cl)(=O)C(Cl)=O.[CH2:23]([NH2:25])[CH3:24].C(O)(=O)CC(CC(O)=O)(C(O)=O)O. (3) The reactants are C([Li])CCC.C(NC(C)C)(C)C.[F:13][C:14]1[CH:19]=[CH:18][CH:17]=[CH:16][N:15]=1.[C:20]([N:39]1[CH:43]=[C:42]([CH:44]=[O:45])[N:41]=[CH:40]1)([C:33]1[CH:38]=[CH:37][CH:36]=[CH:35][CH:34]=1)([C:27]1[CH:32]=[CH:31][CH:30]=[CH:29][CH:28]=1)[C:21]1[CH:26]=[CH:25][CH:24]=[CH:23][CH:22]=1. The catalyst is O1CCCC1. The product is [F:13][C:14]1[C:19]([CH:44]([C:42]2[N:41]=[CH:40][N:39]([C:20]([C:21]3[CH:26]=[CH:25][CH:24]=[CH:23][CH:22]=3)([C:27]3[CH:28]=[CH:29][CH:30]=[CH:31][CH:32]=3)[C:33]3[CH:38]=[CH:37][CH:36]=[CH:35][CH:34]=3)[CH:43]=2)[OH:45])=[CH:18][CH:17]=[CH:16][N:15]=1. The yield is 0.220. (4) The reactants are [Cl:1][C:2]1[CH:7]=[C:6]2[NH:8][C:9](=[O:29])[C:10]3([CH:15]([C:16]4[CH:21]=[CH:20][CH:19]=[C:18]([Cl:22])[CH:17]=4)[CH2:14][C:13](=[O:23])[NH:12][CH:11]3[C:24]([CH2:27][CH3:28])=[CH:25][CH3:26])[C:5]2=[CH:4][CH:3]=1. The catalyst is C(OCC)(=O)C.[Pt]=O. The product is [Cl:1][C:2]1[CH:7]=[C:6]2[NH:8][C:9](=[O:29])[C:10]3([CH:15]([C:16]4[CH:21]=[CH:20][CH:19]=[C:18]([Cl:22])[CH:17]=4)[CH2:14][C:13](=[O:23])[NH:12][CH:11]3[CH:24]([CH2:27][CH3:28])[CH2:25][CH3:26])[C:5]2=[CH:4][CH:3]=1. The yield is 0.377. (5) The reactants are [Cl:1][C:2]1[CH:7]=[CH:6][C:5]([OH:8])=[C:4]([F:9])[CH:3]=1.C([O-])([O-])=O.[K+].[K+].Br[CH2:17][F:18]. No catalyst specified. The product is [Cl:1][C:2]1[CH:7]=[CH:6][C:5]([O:8][CH2:17][F:18])=[C:4]([F:9])[CH:3]=1. The yield is 0.930. (6) The reactants are C(O)(=O)[C@H:2]([C:4]1C=CC=C[CH:5]=1)[OH:3].[CH3:12][C@H:13]1[CH2:18][CH2:17][CH2:16][NH:15][CH2:14]1.BrCCCO.C(=O)([O-])[O-].[K+].[K+]. The catalyst is C1COCC1. The product is [CH3:12][C@H:13]1[CH2:18][CH2:17][CH2:16][N:15]([CH2:5][CH2:4][CH2:2][OH:3])[CH2:14]1. The yield is 0.850.